Dataset: Forward reaction prediction with 1.9M reactions from USPTO patents (1976-2016). Task: Predict the product of the given reaction. Given the reactants [Cl:1][C:2]1[N:7]=[C:6]([C:8](=[O:10])[CH3:9])[CH:5]=[CH:4][N:3]=1.[Br:11]Br.CCOCC, predict the reaction product. The product is: [Br:11][CH2:9][C:8]([C:6]1[CH:5]=[CH:4][N:3]=[C:2]([Cl:1])[N:7]=1)=[O:10].